From a dataset of Catalyst prediction with 721,799 reactions and 888 catalyst types from USPTO. Predict which catalyst facilitates the given reaction. (1) Reactant: [Cl:1][C:2]1[N:3]=[N:4][C:5](Cl)=[C:6]([C:15]2[CH:20]=[CH:19][C:18]([Cl:21])=[CH:17][CH:16]=2)[C:7]=1[C:8]1[CH:13]=[CH:12][C:11]([Cl:14])=[CH:10][CH:9]=1.O.[NH2:24][NH2:25]. Product: [Cl:1][C:2]1[N:3]=[N:4][C:5]([NH:24][NH2:25])=[C:6]([C:15]2[CH:16]=[CH:17][C:18]([Cl:21])=[CH:19][CH:20]=2)[C:7]=1[C:8]1[CH:13]=[CH:12][C:11]([Cl:14])=[CH:10][CH:9]=1. The catalyst class is: 17. (2) Reactant: [F:1][C:2]1([F:23])[O:6][C:5]2[CH:7]=[CH:8][C:9]([C:11]([CH:13]3C(=O)O[C:16](C)([CH3:20])[O:15][C:14]3=[O:22])=[O:12])=[CH:10][C:4]=2[O:3]1. Product: [F:23][C:2]1([F:1])[O:6][C:5]2[CH:7]=[CH:8][C:9]([C:11](=[O:12])[CH2:13][C:14]([O:15][CH2:16][CH3:20])=[O:22])=[CH:10][C:4]=2[O:3]1. The catalyst class is: 8. (3) Reactant: [C:1]([CH2:3][NH:4][C:5](=[O:17])[C@H:6]([CH2:8][C:9]1[CH:14]=[C:13]([CH3:15])[CH:12]=[C:11]([CH3:16])[CH:10]=1)[NH2:7])#[N:2].[C:18]([C:21]1([C:24]2[CH:29]=[CH:28][C:27]([C:30]3[CH:35]=[CH:34][C:33]([C:36](O)=[O:37])=[CH:32][CH:31]=3)=[CH:26][CH:25]=2)[CH2:23][CH2:22]1)(=[O:20])[NH2:19].CN(C(ON1N=NC2C=CC=NC1=2)=[N+](C)C)C.F[P-](F)(F)(F)(F)F.C(N(C(C)C)CC)(C)C. Product: [C:18]([C:21]1([C:24]2[CH:29]=[CH:28][C:27]([C:30]3[CH:31]=[CH:32][C:33]([C:36]([NH:7][C@@H:6]([CH2:8][C:9]4[CH:10]=[C:11]([CH3:16])[CH:12]=[C:13]([CH3:15])[CH:14]=4)[C:5]([NH:4][CH2:3][C:1]#[N:2])=[O:17])=[O:37])=[CH:34][CH:35]=3)=[CH:26][CH:25]=2)[CH2:23][CH2:22]1)(=[O:20])[NH2:19]. The catalyst class is: 18. (4) Reactant: [Cl:1][C:2]1[CH:7]=[CH:6][CH:5]=[CH:4][C:3]=1[N:8]1[CH2:13][CH2:12][CH:11]([CH2:14][O:15][C:16]2[CH:23]=[CH:22][CH:21]=[C:20](F)[C:17]=2[C:18]#[N:19])[CH2:10][CH2:9]1.C(=O)(O)O.[NH2:29][C:30]([NH2:32])=[NH:31]. Product: [Cl:1][C:2]1[CH:7]=[CH:6][CH:5]=[CH:4][C:3]=1[N:8]1[CH2:9][CH2:10][CH:11]([CH2:14][O:15][C:16]2[CH:23]=[CH:22][CH:21]=[C:20]3[C:17]=2[C:18]([NH2:19])=[N:31][C:30]([NH2:32])=[N:29]3)[CH2:12][CH2:13]1. The catalyst class is: 287.